From a dataset of Peptide-MHC class I binding affinity with 185,985 pairs from IEDB/IMGT. Regression. Given a peptide amino acid sequence and an MHC pseudo amino acid sequence, predict their binding affinity value. This is MHC class I binding data. (1) The peptide sequence is SQVSFQQPL. The MHC is H-2-Kb with pseudo-sequence H-2-Kb. The binding affinity (normalized) is 0.965. (2) The peptide sequence is GSSNLKSLY. The MHC is Mamu-A02 with pseudo-sequence Mamu-A02. The binding affinity (normalized) is 1.00.